From a dataset of Catalyst prediction with 721,799 reactions and 888 catalyst types from USPTO. Predict which catalyst facilitates the given reaction. Reactant: C([S@]([NH:7][C@H:8]([C:29]1[CH:34]=[CH:33][CH:32]=[CH:31][C:30]=1[Cl:35])[C:9]1[S:13][C:12]([NH:14][C:15]([C:17]2([C:20]3[CH:28]=[CH:27][C:23]4[O:24][CH2:25][O:26][C:22]=4[CH:21]=3)[CH2:19][CH2:18]2)=[O:16])=[N:11][CH:10]=1)=O)(C)(C)C.N[C@@H](C1C=CC=CC=1Cl)C1SC(NC(C2(C3C=CC4OCOC=4C=3)CC2)=O)=NC=1. Product: [NH2:7][C@H:8]([C:29]1[CH:34]=[CH:33][CH:32]=[CH:31][C:30]=1[Cl:35])[C:9]1[S:13][C:12]([NH:14][C:15]([C:17]2([C:20]3[CH:28]=[CH:27][C:23]4[O:24][CH2:25][O:26][C:22]=4[CH:21]=3)[CH2:19][CH2:18]2)=[O:16])=[N:11][CH:10]=1. The catalyst class is: 23.